Task: Predict the reactants needed to synthesize the given product.. Dataset: Full USPTO retrosynthesis dataset with 1.9M reactions from patents (1976-2016) (1) The reactants are: [Cl:1][C:2]1[S:6][C:5]([C:7]2[N:11]([C:12]3[CH:17]=[CH:16][C:15]([Cl:18])=[CH:14][C:13]=3[Cl:19])[N:10]=[C:9]([C:20](Cl)=[O:21])[C:8]=2[CH3:23])=[CH:4][CH:3]=1.[CH3:24][C:25]([CH3:30])([CH3:29])[C:26]([NH2:28])=[O:27].C[Si]([N-][Si](C)(C)C)(C)C.[Li+]. Given the product [CH3:24][C:25]([CH3:30])([CH3:29])[C:26]([NH:28][C:20]([C:9]1[C:8]([CH3:23])=[C:7]([C:5]2[S:6][C:2]([Cl:1])=[CH:3][CH:4]=2)[N:11]([C:12]2[CH:17]=[CH:16][C:15]([Cl:18])=[CH:14][C:13]=2[Cl:19])[N:10]=1)=[O:21])=[O:27], predict the reactants needed to synthesize it. (2) Given the product [CH3:19][N:20]([CH2:22][CH2:23][N:24]([CH3:26])[CH3:25])[CH3:21].[CH3:19][N:20]([CH3:21])[CH2:22][CH2:23][N:24]([CH3:26])[CH3:25], predict the reactants needed to synthesize it. The reactants are: C(C1C=CC2N(N=CN=2)C=1)#C.IC1SC=C(C)N=1.[CH3:19][N:20]([CH2:22][CH2:23][N:24]([CH3:26])[CH3:25])[CH3:21]. (3) Given the product [N:1]1[CH:6]=[C:5]([C:42]2[C:37]3[N:36]=[C:35]([C:29]4([NH2:32])[CH2:30][CH2:31][N:26]([C:21]5[C:20]6[CH:19]=[CH:18][NH:17][C:25]=6[N:24]=[CH:23][N:22]=5)[CH2:27][CH2:28]4)[NH:34][C:38]=3[CH:39]=[CH:40][CH:41]=2)[CH:4]=[N:3][CH:2]=1, predict the reactants needed to synthesize it. The reactants are: [N:1]1[CH:6]=[C:5](B(O)O)[CH:4]=[N:3][CH:2]=1.CC(OC([N:17]1[C:25]2[N:24]=[CH:23][N:22]=[C:21]([N:26]3[CH2:31][CH2:30][C:29]4([C:35]5=[N:36][C:37]6[C:42](OS(C(F)(F)F)(=O)=O)=[CH:41][CH:40]=[CH:39][C:38]=6[N:34]5C(=O)[N:32]4C(OC(C)(C)C)=O)[CH2:28][CH2:27]3)[C:20]=2[CH:19]=[CH:18]1)=O)(C)C.C(=O)([O-])[O-].[Na+].[Na+].[OH-].[Na+].